Dataset: Full USPTO retrosynthesis dataset with 1.9M reactions from patents (1976-2016). Task: Predict the reactants needed to synthesize the given product. (1) The reactants are: C[O:2][C:3]1[CH:4]=[C:5]2[C:9](=[CH:10][C:11]=1[O:12]C)[C:8](=[O:14])[O:7][CH2:6]2.B(Br)(Br)Br. Given the product [OH:2][C:3]1[CH:4]=[C:5]2[C:9](=[CH:10][C:11]=1[OH:12])[C:8](=[O:14])[O:7][CH2:6]2, predict the reactants needed to synthesize it. (2) Given the product [OH:27][CH2:26][C@@H:25]([NH:24][C:19](=[O:21])[C:18]1[CH:22]=[CH:23][C:15]([O:14][CH2:13][C:3]2[C:4]([C:7]3[CH:8]=[CH:9][CH:10]=[CH:11][CH:12]=3)=[N:5][O:6][C:2]=2[CH3:1])=[N:16][CH:17]=1)[CH2:28][CH3:29], predict the reactants needed to synthesize it. The reactants are: [CH3:1][C:2]1[O:6][N:5]=[C:4]([C:7]2[CH:12]=[CH:11][CH:10]=[CH:9][CH:8]=2)[C:3]=1[CH2:13][O:14][C:15]1[CH:23]=[CH:22][C:18]([C:19]([OH:21])=O)=[CH:17][N:16]=1.[NH2:24][C@@H:25]([CH2:28][CH3:29])[CH2:26][OH:27].